From a dataset of Full USPTO retrosynthesis dataset with 1.9M reactions from patents (1976-2016). Predict the reactants needed to synthesize the given product. (1) The reactants are: [CH2:1]([C:3]1[N:7]([C:8]2[N:16]=[C:15]3[C:11]([N:12]=[C:13]([CH2:23][N:24]4[CH2:27][CH:26]([N:28]5[CH2:33][CH2:32][NH:31][C:30](=[O:34])[CH2:29]5)[CH2:25]4)[N:14]3C3CCCCO3)=[C:10]([N:35]3[CH2:40][CH2:39][O:38][CH2:37][CH2:36]3)[N:9]=2)[C:6]2[CH:41]=[CH:42][CH:43]=[CH:44][C:5]=2[N:4]=1)[CH3:2].Cl. Given the product [CH2:1]([C:3]1[N:7]([C:8]2[N:16]=[C:15]3[C:11]([N:12]=[C:13]([CH2:23][N:24]4[CH2:25][CH:26]([N:28]5[CH2:33][CH2:32][NH:31][C:30](=[O:34])[CH2:29]5)[CH2:27]4)[NH:14]3)=[C:10]([N:35]3[CH2:40][CH2:39][O:38][CH2:37][CH2:36]3)[N:9]=2)[C:6]2[CH:41]=[CH:42][CH:43]=[CH:44][C:5]=2[N:4]=1)[CH3:2], predict the reactants needed to synthesize it. (2) Given the product [Cl:1][C:2]1[N:3]=[C:4]([NH:13][C:14]2[CH:15]=[N:16][N:17]([CH:19]3[CH2:24][CH2:23][N:22]([CH2:36][C:35]([F:46])([F:45])[F:34])[CH2:21][CH2:20]3)[CH:18]=2)[C:5]([C:10]([NH2:12])=[O:11])=[N:6][C:7]=1[CH2:8][CH3:9], predict the reactants needed to synthesize it. The reactants are: [Cl:1][C:2]1[N:3]=[C:4]([NH:13][C:14]2[CH:15]=[N:16][N:17]([CH:19]3[CH2:24][CH2:23][NH:22][CH2:21][CH2:20]3)[CH:18]=2)[C:5]([C:10]([NH2:12])=[O:11])=[N:6][C:7]=1[CH2:8][CH3:9].C(N(C(C)C)CC)(C)C.[F:34][C:35]([F:46])([F:45])[CH2:36]OS(C(F)(F)F)(=O)=O. (3) Given the product [CH3:29][O:30][C:31]1[CH:39]=[CH:38][C:34]([C:35]([N:1]([C:35](=[O:36])[C:34]2[CH:38]=[CH:39][C:31]([O:30][CH3:29])=[CH:32][CH:33]=2)[C:2]2[C:11]([C:12]#[N:13])=[C:10]([NH:14][CH2:15][C:16]3[CH:17]=[CH:18][CH:19]=[CH:20][CH:21]=3)[C:9]3[C:4](=[CH:5][CH:6]=[C:7]([N:22]4[CH2:23][CH2:24][N:25]([CH3:28])[CH2:26][CH2:27]4)[CH:8]=3)[N:3]=2)=[O:36])=[CH:33][CH:32]=1, predict the reactants needed to synthesize it. The reactants are: [NH2:1][C:2]1[C:11]([C:12]#[N:13])=[C:10]([NH:14][CH2:15][C:16]2[CH:21]=[CH:20][CH:19]=[CH:18][CH:17]=2)[C:9]2[C:4](=[CH:5][CH:6]=[C:7]([N:22]3[CH2:27][CH2:26][N:25]([CH3:28])[CH2:24][CH2:23]3)[CH:8]=2)[N:3]=1.[CH3:29][O:30][C:31]1[CH:39]=[CH:38][C:34]([C:35](Cl)=[O:36])=[CH:33][CH:32]=1. (4) The reactants are: Cl[C:2]1[C:11]2[C:6](=[CH:7][C:8]([O:14][CH3:15])=[C:9]([O:12][CH3:13])[CH:10]=2)[N:5]=[CH:4][N:3]=1.[NH2:16][C:17]1[S:18][C:19]2[CH:25]=[CH:24][C:23]([NH:26][C:27]([NH:29][C:30]3[CH:35]=[CH:34][C:33]([Cl:36])=[C:32]([C:37]([F:40])([F:39])[F:38])[CH:31]=3)=[O:28])=[CH:22][C:20]=2[N:21]=1.O1CCOCC1. Given the product [Cl:36][C:33]1[CH:34]=[CH:35][C:30]([NH:29][C:27]([NH:26][C:23]2[CH:24]=[CH:25][C:19]3[S:18][C:17]([NH:16][C:2]4[C:11]5[C:6](=[CH:7][C:8]([O:14][CH3:15])=[C:9]([O:12][CH3:13])[CH:10]=5)[N:5]=[CH:4][N:3]=4)=[N:21][C:20]=3[CH:22]=2)=[O:28])=[CH:31][C:32]=1[C:37]([F:39])([F:38])[F:40], predict the reactants needed to synthesize it. (5) Given the product [Si:1]([O:8][CH:9]1[CH2:14][N:13]([C:33](=[O:34])[C:32]2[CH:36]=[CH:37][CH:38]=[C:30]([C:26]3[O:25][CH:29]=[CH:28][CH:27]=3)[CH:31]=2)[CH2:12][CH:11]([C:15]([NH:17][C:18]2[CH:23]=[CH:22][C:21]([Cl:24])=[CH:20][CH:19]=2)=[O:16])[CH2:10]1)([C:4]([CH3:7])([CH3:6])[CH3:5])([CH3:3])[CH3:2], predict the reactants needed to synthesize it. The reactants are: [Si:1]([O:8][CH:9]1[CH2:14][NH:13][CH2:12][CH:11]([C:15]([NH:17][C:18]2[CH:23]=[CH:22][C:21]([Cl:24])=[CH:20][CH:19]=2)=[O:16])[CH2:10]1)([C:4]([CH3:7])([CH3:6])[CH3:5])([CH3:3])[CH3:2].[O:25]1[CH:29]=[CH:28][CH:27]=[C:26]1[C:30]1[CH:31]=[C:32]([CH:36]=[CH:37][CH:38]=1)[C:33](O)=[O:34].C(N(CC)C(C)C)(C)C.Cl.C(N=C=NCCCN(C)C)C.